Dataset: Forward reaction prediction with 1.9M reactions from USPTO patents (1976-2016). Task: Predict the product of the given reaction. (1) Given the reactants [Cl:1][C:2]1[CH:3]=[CH:4][CH:5]=[C:6]2[C:11]=1[CH:10]=[C:9]([O:12]C)[CH:8]=[CH:7]2.B(Br)(Br)Br, predict the reaction product. The product is: [Cl:1][C:2]1[CH:3]=[CH:4][CH:5]=[C:6]2[C:11]=1[CH:10]=[C:9]([OH:12])[CH:8]=[CH:7]2. (2) Given the reactants [N:1]1([CH2:7][C:8]2[CH:9]=[C:10]([C:14]3[O:15][C:16](=[O:27])[C:17]4[C:22]5[CH2:23][CH2:24][CH2:25][CH2:26][C:21]=5[S:20][C:18]=4[N:19]=3)[CH:11]=[CH:12][CH:13]=2)[CH2:6][CH2:5][O:4][CH2:3][CH2:2]1.[CH2:28]([N:30]([CH2:38][CH3:39])[C:31]1[N:36]=[CH:35][C:34]([NH2:37])=[CH:33][N:32]=1)[CH3:29].C[Si](C)(C)[N-][Si](C)(C)C.[Li+].[Cl-:50].[NH4+], predict the reaction product. The product is: [ClH:50].[ClH:50].[CH2:38]([N:30]([CH2:28][CH3:29])[C:31]1[N:36]=[CH:35][C:34]([NH:37][C:16]([C:17]2[C:22]3[CH2:23][CH2:24][CH2:25][CH2:26][C:21]=3[S:20][C:18]=2[NH:19][C:14](=[O:15])[C:10]2[CH:11]=[CH:12][CH:13]=[C:8]([CH2:7][N:1]3[CH2:2][CH2:3][O:4][CH2:5][CH2:6]3)[CH:9]=2)=[O:27])=[CH:33][N:32]=1)[CH3:39]. (3) Given the reactants Br[C:2]1[CH:7]=[CH:6][C:5]([S:8]([N:11]2[CH2:25][CH2:24][C:14]3([O:19][CH2:18][C:17](=[O:20])[N:16]([CH:21]4[CH2:23][CH2:22]4)[CH2:15]3)[CH2:13][CH2:12]2)(=[O:10])=[O:9])=[CH:4][CH:3]=1.[C:26]1(B(O)O)[CH:31]=[CH:30][CH:29]=[CH:28][CH:27]=1.C(=O)([O-])[O-].[K+].[K+], predict the reaction product. The product is: [C:2]1([C:26]2[CH:31]=[CH:30][CH:29]=[CH:28][CH:27]=2)[CH:7]=[CH:6][C:5]([S:8]([N:11]2[CH2:25][CH2:24][C:14]3([O:19][CH2:18][C:17](=[O:20])[N:16]([CH:21]4[CH2:23][CH2:22]4)[CH2:15]3)[CH2:13][CH2:12]2)(=[O:10])=[O:9])=[CH:4][CH:3]=1. (4) Given the reactants [OH:1][C:2]1[CH:11]=[CH:10][C:5]([C:6]([O:8][CH3:9])=[O:7])=[CH:4][C:3]=1[C:12]([NH:14][CH:15]1[CH2:20][CH2:19][CH2:18][CH:17]([C:21]([O:23][CH3:24])=[O:22])[CH2:16]1)=[O:13].I[CH2:26][CH2:27][CH2:28][C:29]1[CH:34]=[CH:33][C:32]([CH2:35][CH2:36][CH2:37][CH2:38][CH2:39][O:40][C:41]2[CH:46]=[CH:45][CH:44]=[CH:43][CH:42]=2)=[CH:31][CH:30]=1, predict the reaction product. The product is: [CH3:24][O:23][C:21]([CH:17]1[CH2:18][CH2:19][CH2:20][CH:15]([NH:14][C:12]([C:3]2[CH:4]=[C:5]([CH:10]=[CH:11][C:2]=2[O:1][CH2:26][CH2:27][CH2:28][C:29]2[CH:34]=[CH:33][C:32]([CH2:35][CH2:36][CH2:37][CH2:38][CH2:39][O:40][C:41]3[CH:42]=[CH:43][CH:44]=[CH:45][CH:46]=3)=[CH:31][CH:30]=2)[C:6]([O:8][CH3:9])=[O:7])=[O:13])[CH2:16]1)=[O:22]. (5) Given the reactants COC1C=CC=C(OC)C=1C(N[C@H]1CCC[C@H]1NC1C=NC2C(=CC=CC=2)N=1)=O.Cl.[NH2:31][C@@H:32]1[CH2:36][CH2:35][CH2:34][C@@H:33]1[NH:37][C:38](=[O:51])[C:39]1[C:44]([O:45][CH2:46][CH3:47])=[CH:43][CH:42]=[CH:41][C:40]=1[O:48][CH2:49][CH3:50].Cl[C:53]1[O:54][C:55]2[CH:61]=[CH:60][CH:59]=[CH:58][C:56]=2[N:57]=1, predict the reaction product. The product is: [O:54]1[C:55]2[CH:61]=[CH:60][CH:59]=[CH:58][C:56]=2[N:57]=[C:53]1[NH:31][C@@H:32]1[CH2:36][CH2:35][CH2:34][C@@H:33]1[NH:37][C:38](=[O:51])[C:39]1[C:44]([O:45][CH2:46][CH3:47])=[CH:43][CH:42]=[CH:41][C:40]=1[O:48][CH2:49][CH3:50]. (6) Given the reactants C1C(=O)N([Br:8])C(=O)C1.[CH2:9]([C@@:11]12[CH2:35][CH2:34][C@@:33]([C:37]([F:40])([F:39])[F:38])([OH:36])[CH2:32][C@H:12]1[CH2:13][CH2:14][CH2:15][C:16]1[C:17]2=[CH:18][C:19]2[CH:20]=[N:21][N:22]([C:25]3[CH:30]=[CH:29][C:28]([F:31])=[CH:27][CH:26]=3)[C:23]=2[CH:24]=1)[CH3:10].CN(C=O)C.C([O-])(O)=O.[Na+], predict the reaction product. The product is: [Br:8][C:24]1[C:23]2[N:22]([C:25]3[CH:26]=[CH:27][C:28]([F:31])=[CH:29][CH:30]=3)[N:21]=[CH:20][C:19]=2[CH:18]=[C:17]2[C@:11]3([CH2:9][CH3:10])[CH2:35][CH2:34][C@@:33]([C:37]([F:40])([F:39])[F:38])([OH:36])[CH2:32][C@H:12]3[CH2:13][CH2:14][CH2:15][C:16]=12. (7) Given the reactants [Cl:1][C:2]1[CH:3]=[C:4]([S:9](Cl)(=[O:11])=[O:10])[CH:5]=[N:6][C:7]=1[Cl:8].[NH4+:13].[OH-], predict the reaction product. The product is: [Cl:1][C:2]1[CH:3]=[C:4]([S:9]([NH2:13])(=[O:11])=[O:10])[CH:5]=[N:6][C:7]=1[Cl:8]. (8) Given the reactants Cl[C:2]1[N:11]=[CH:10][CH:9]=[C:8]2[C:3]=1[CH:4]=[C:5]([C:23]1[CH:28]=[CH:27][CH:26]=[CH:25][CH:24]=1)[C:6]([C:12]1[CH:17]=[CH:16][C:15]([CH:18]3[O:22][CH2:21][CH2:20][O:19]3)=[CH:14][CH:13]=1)=[N:7]2.[NH2:29][NH2:30], predict the reaction product. The product is: [O:22]1[CH2:21][CH2:20][O:19][CH:18]1[C:15]1[CH:16]=[CH:17][C:12]([C:6]2[C:5]([C:23]3[CH:28]=[CH:27][CH:26]=[CH:25][CH:24]=3)=[CH:4][C:3]3[C:8](=[CH:9][CH:10]=[N:11][C:2]=3[NH:29][NH2:30])[N:7]=2)=[CH:13][CH:14]=1. (9) Given the reactants [C:1]([Si:5]([O:18][CH2:19][C:20]1[CH:25]=[CH:24][CH:23]=[CH:22][C:21]=1[CH2:26][S:27]([C:30]1[CH:35]=[CH:34][C:33]([Cl:36])=[CH:32][CH:31]=1)(=[O:29])=[O:28])([C:12]1[CH:17]=[CH:16][CH:15]=[CH:14][CH:13]=1)[C:6]1[CH:11]=[CH:10][CH:9]=[CH:8][CH:7]=1)([CH3:4])([CH3:3])[CH3:2].[Si:37]([O:54][CH2:55][CH2:56][CH2:57][CH2:58][CH2:59]O)([C:50]([CH3:53])([CH3:52])[CH3:51])([C:44]1C=CC=CC=1)[C:38]1C=CC=CC=1.C(C=P(CCCC)(CCCC)CCCC)#N.C(OCC)(=O)C, predict the reaction product. The product is: [C:50]([Si:37]([O:54][CH2:55][CH2:56][CH2:57][CH2:58][CH2:59][CH:26]([C:21]1[CH:22]=[CH:23][CH:24]=[CH:25][C:20]=1[CH2:19][O:18][Si:5]([C:1]([CH3:4])([CH3:2])[CH3:3])([C:6]1[CH:7]=[CH:8][CH:9]=[CH:10][CH:11]=1)[C:12]1[CH:17]=[CH:16][CH:15]=[CH:14][CH:13]=1)[S:27]([C:30]1[CH:35]=[CH:34][C:33]([Cl:36])=[CH:32][CH:31]=1)(=[O:28])=[O:29])([CH3:38])[CH3:44])([CH3:52])([CH3:53])[CH3:51]. (10) Given the reactants [CH2:1]([NH:8][C:9]1[N:17]=[C:16](F)[N:15]=[C:14]2[C:10]=1[N:11]=[CH:12][N:13]2[CH:19]([CH3:21])[CH3:20])[C:2]1[CH:7]=[CH:6][CH:5]=[CH:4][CH:3]=1.CCN(C(C)C)C(C)C.[NH2:31][C@@H:32]([CH2:39][CH3:40])[CH:33]([OH:38])[C:34]([CH3:37])([CH3:36])[CH3:35], predict the reaction product. The product is: [CH2:1]([NH:8][C:9]1[N:17]=[C:16]([NH:31][C@@H:32]([CH2:39][CH3:40])[CH:33]([OH:38])[C:34]([CH3:37])([CH3:36])[CH3:35])[N:15]=[C:14]2[C:10]=1[N:11]=[CH:12][N:13]2[CH:19]([CH3:21])[CH3:20])[C:2]1[CH:7]=[CH:6][CH:5]=[CH:4][CH:3]=1.